From a dataset of Forward reaction prediction with 1.9M reactions from USPTO patents (1976-2016). Predict the product of the given reaction. (1) Given the reactants [C:1]([O:9][CH2:10][C@:11]12[CH2:37][CH2:36][C@@H:35]([C:38]([CH3:40])=[CH2:39])[C@@H:12]1[CH:13]1[C@@:26]([CH3:29])([CH2:27][CH2:28]2)[C@@:25]2([CH3:30])[C@@H:16]([C@:17]3([CH3:34])[C@@H:22]([CH2:23][CH2:24]2)[C:21]([CH3:32])([CH3:31])[C:20](=[O:33])[CH2:19][CH2:18]3)[CH2:15][CH2:14]1)(=[O:8])[C:2]1[CH:7]=[CH:6][CH:5]=[CH:4][CH:3]=1.C1C=CC(N([S:48]([C:51]([F:54])([F:53])[F:52])(=[O:50])=[O:49])[S:48]([C:51]([F:54])([F:53])[F:52])(=[O:50])=[O:49])=CC=1.C[Si]([N-][Si](C)(C)C)(C)C.[K+].[O-]S(C(F)(F)F)(=O)=O, predict the reaction product. The product is: [C:1]([O:9][CH2:10][C@:11]12[CH2:37][CH2:36][C@@H:35]([C:38]([CH3:40])=[CH2:39])[C@@H:12]1[CH:13]1[C@@:26]([CH3:29])([CH2:27][CH2:28]2)[C@@:25]2([CH3:30])[C@@H:16]([C@:17]3([CH3:34])[C@@H:22]([CH2:23][CH2:24]2)[C:21]([CH3:31])([CH3:32])[C:20]([O:33][S:48]([C:51]([F:54])([F:53])[F:52])(=[O:50])=[O:49])=[CH:19][CH2:18]3)[CH2:15][CH2:14]1)(=[O:8])[C:2]1[CH:3]=[CH:4][CH:5]=[CH:6][CH:7]=1. (2) Given the reactants C([N:20]1[CH:24]=[C:23]([C:25]2[CH:40]=[CH:39][CH:38]=[CH:37][C:26]=2[O:27][CH2:28][CH2:29][C:30]2[CH:36]=[CH:35]C(N)=[CH:32][CH:31]=2)[N:22]=[CH:21]1)(C1C=CC=CC=1)(C1C=CC=CC=1)C1C=CC=CC=1.[H-].[Na+].CI.[CH3:45][N:46]([CH:48]=O)[CH3:47], predict the reaction product. The product is: [NH:20]1[CH:24]=[C:23]([C:25]2[CH:40]=[CH:39][CH:38]=[CH:37][C:26]=2[O:27][CH2:28][CH2:29][C:30]2[CH:31]=[CH:32][C:48]([N:46]([CH3:45])[CH3:47])=[CH:35][CH:36]=2)[N:22]=[CH:21]1. (3) Given the reactants [NH2:1][C:2]1[N:6]([CH3:7])[C:5]([SH:8])=[N:4][C:3]=1[C:9]([NH2:11])=[O:10].Br[C:13]1[C:21]([S:22]([CH3:25])(=[O:24])=[O:23])=[CH:20][C:16]2[O:17][CH2:18][O:19][C:15]=2[CH:14]=1, predict the reaction product. The product is: [NH2:1][C:2]1[N:6]([CH3:7])[C:5]([S:8][C:13]2[C:21]([S:22]([CH3:25])(=[O:23])=[O:24])=[CH:20][C:16]3[O:17][CH2:18][O:19][C:15]=3[CH:14]=2)=[N:4][C:3]=1[C:9]([NH2:11])=[O:10]. (4) Given the reactants [CH3:1][N:2]1[CH2:7][CH2:6][N:5]([C:8]2[CH:13]=[C:12]([N:14]3[CH:23]([CH3:24])[CH2:22][C:21]4[C:16](=[CH:17][C:18](B5OC(C)(C)C(C)(C)O5)=[CH:19][CH:20]=4)[CH2:15]3)[N:11]=[C:10]([NH2:34])[N:9]=2)[CH2:4][CH2:3]1.Br[C:36]1[N:37]=[C:38]([O:41][CH2:42][CH3:43])[S:39][CH:40]=1, predict the reaction product. The product is: [CH2:42]([O:41][C:38]1[S:39][CH:40]=[C:36]([C:18]2[CH:17]=[C:16]3[C:21]([CH2:22][CH:23]([CH3:24])[N:14]([C:12]4[CH:13]=[C:8]([N:5]5[CH2:4][CH2:3][N:2]([CH3:1])[CH2:7][CH2:6]5)[N:9]=[C:10]([NH2:34])[N:11]=4)[CH2:15]3)=[CH:20][CH:19]=2)[N:37]=1)[CH3:43]. (5) Given the reactants [Br-].[Li+].[CH3:3][Li].[CH3:5][O:6][C:7]1[CH:12]=[CH:11][CH:10]=[C:9]([CH:13]=[CH:14][N+:15]([O-:17])=[O:16])[CH:8]=1.[NH4+].[OH-], predict the reaction product. The product is: [CH3:5][O:6][C:7]1[CH:12]=[CH:11][CH:10]=[C:9]([CH:13]([CH3:3])[CH2:14][N+:15]([O-:17])=[O:16])[CH:8]=1. (6) Given the reactants [Br:1][C:2]1[N:3]=[CH:4][N:5]([C:7]2[CH:15]=[CH:14][C:10]([C:11]([OH:13])=[O:12])=[CH:9][C:8]=2[O:16][CH3:17])[CH:6]=1.[CH3:18][Si](C=[N+]=[N-])(C)C, predict the reaction product. The product is: [Br:1][C:2]1[N:3]=[CH:4][N:5]([C:7]2[CH:15]=[CH:14][C:10]([C:11]([O:13][CH3:18])=[O:12])=[CH:9][C:8]=2[O:16][CH3:17])[CH:6]=1. (7) Given the reactants [CH2:1]([N:5]1[C:13]2[C:8](=[CH:9][C:10]([O:16][C:17]([F:20])([F:19])[F:18])=[CH:11][C:12]=2[CH2:14]O)[CH:7]=[N:6]1)[CH:2]([CH3:4])[CH3:3].[CH3:21][O:22][C:23]([C:25]1[CH:26]=[C:27]2[C:31](=[CH:32][CH:33]=1)[NH:30][N:29]=[CH:28]2)=[O:24], predict the reaction product. The product is: [CH3:21][O:22][C:23]([C:25]1[CH:26]=[C:27]2[C:31](=[CH:32][CH:33]=1)[N:30]([CH2:7][C:8]1[CH:9]=[C:10]([O:16][C:17]([F:18])([F:20])[F:19])[CH:11]=[C:12]3[C:13]=1[N:5]([CH2:1][CH:2]([CH3:4])[CH3:3])[N:6]=[CH:14]3)[N:29]=[CH:28]2)=[O:24].